This data is from Full USPTO retrosynthesis dataset with 1.9M reactions from patents (1976-2016). The task is: Predict the reactants needed to synthesize the given product. (1) Given the product [CH:2]([C:3]1[CH:4]=[C:5]([CH:34]=[CH:35][CH:36]=1)[CH2:6][NH:7][C:8]([CH2:10][CH2:11][N:12]1[CH2:13][CH2:14][CH:15]([O:18][C:19](=[O:33])[NH:20][C:21]2[CH:26]=[CH:25][CH:24]=[CH:23][C:22]=2[C:27]2[CH:28]=[CH:29][CH:30]=[CH:31][CH:32]=2)[CH2:16][CH2:17]1)=[O:9])=[O:1], predict the reactants needed to synthesize it. The reactants are: [OH:1][CH2:2][C:3]1[CH:4]=[C:5]([CH:34]=[CH:35][CH:36]=1)[CH2:6][NH:7][C:8]([CH2:10][CH2:11][N:12]1[CH2:17][CH2:16][CH:15]([O:18][C:19](=[O:33])[NH:20][C:21]2[CH:26]=[CH:25][CH:24]=[CH:23][C:22]=2[C:27]2[CH:32]=[CH:31][CH:30]=[CH:29][CH:28]=2)[CH2:14][CH2:13]1)=[O:9].CCN(C(C)C)C(C)C.CS(C)=O.N1C=CC=CC=1.S(=O)(=O)=O. (2) Given the product [F:42][C:43]([F:48])([F:47])[C:44]([OH:46])=[O:45].[C:1]([O:4][C:5]1[C:6](=[O:41])[CH:7]=[C:8]([CH2:11][NH:12][C:13]([CH:15]2[NH:16][CH2:17][CH2:18][N:19]([S:21]([C:24]3[NH:25][C:26]4[C:31]([CH:32]=3)=[CH:30][C:29]([Cl:33])=[CH:28][CH:27]=4)(=[O:23])=[O:22])[CH2:20]2)=[O:14])[O:9][CH:10]=1)(=[O:3])[CH3:2], predict the reactants needed to synthesize it. The reactants are: [C:1]([O:4][C:5]1[C:6](=[O:41])[CH:7]=[C:8]([CH2:11][NH:12][C:13]([CH:15]2[CH2:20][N:19]([S:21]([C:24]3[NH:25][C:26]4[C:31]([CH:32]=3)=[CH:30][C:29]([Cl:33])=[CH:28][CH:27]=4)(=[O:23])=[O:22])[CH2:18][CH2:17][N:16]2C(OC(C)(C)C)=O)=[O:14])[O:9][CH:10]=1)(=[O:3])[CH3:2].[F:42][C:43]([F:48])([F:47])[C:44]([OH:46])=[O:45].